From a dataset of Reaction yield outcomes from USPTO patents with 853,638 reactions. Predict the reaction yield, written as a fraction of the theoretical maximum amount of product (1.0 means a 100% yield; for example, 0.34 means a 34% yield). (1) The reactants are [OH:1][CH2:2][C:3]([CH3:8])([CH3:7])[C:4]([OH:6])=O.[CH2:9]([O:16][CH2:17][CH2:18][NH2:19])[C:10]1[CH:15]=[CH:14][CH:13]=[CH:12][CH:11]=1.C1C=CC2N(O)N=NC=2C=1.CCN=C=NCCCN(C)C. The catalyst is ClCCl. The product is [CH2:9]([O:16][CH2:17][CH2:18][NH:19][C:4](=[O:6])[C:3]([CH3:8])([CH3:7])[CH2:2][OH:1])[C:10]1[CH:15]=[CH:14][CH:13]=[CH:12][CH:11]=1. The yield is 0.970. (2) The reactants are [NH2:1][C:2]1[C:10]2[C:5](=[CH:6][CH:7]=[C:8]([C:11]3[CH:16]=[C:15]([C:17]4[CH:22]=[CH:21][CH:20]=[CH:19][C:18]=4[O:23][CH2:24][CH:25]([CH3:27])[CH3:26])[NH:14][C:13](=[O:28])[N:12]=3)[CH:9]=2)[NH:4][N:3]=1.C=O.[C:31]([BH3-])#N.[Na+]. The catalyst is C(O)(=O)C.CN(C)C=O. The product is [CH3:31][NH:1][C:2]1[C:10]2[C:5](=[CH:6][CH:7]=[C:8]([C:11]3[CH:16]=[C:15]([C:17]4[CH:22]=[CH:21][CH:20]=[CH:19][C:18]=4[O:23][CH2:24][CH:25]([CH3:26])[CH3:27])[NH:14][C:13](=[O:28])[N:12]=3)[CH:9]=2)[NH:4][N:3]=1. The yield is 0.250. (3) The catalyst is CN(C=O)C.O. The product is [CH3:1][N:2]([CH2:3][C:4]1[C:8]2[CH:9]=[CH:10][CH:11]=[CH:12][C:7]=2[O:6][C:5]=1[CH3:13])[C:27](=[O:28])/[CH:26]=[CH:25]/[C:22]1[CH:23]=[N:24][C:17]2[NH:16][C:15](=[O:14])[CH2:20][O:19][C:18]=2[CH:21]=1. The yield is 0.420. The reactants are [CH3:1][NH:2][CH2:3][C:4]1[C:8]2[CH:9]=[CH:10][CH:11]=[CH:12][C:7]=2[O:6][C:5]=1[CH3:13].[O:14]=[C:15]1[CH2:20][O:19][C:18]2[CH:21]=[C:22]([CH:25]=[CH:26][C:27](O)=[O:28])[CH:23]=[N:24][C:17]=2[NH:16]1.ON1C2C=CC=CC=2N=N1.C(N(C(C)C)CC)(C)C.CN(C)CCCN=C=NCC.